This data is from Forward reaction prediction with 1.9M reactions from USPTO patents (1976-2016). The task is: Predict the product of the given reaction. (1) Given the reactants Br[C:2]1[CH:3]=[C:4]([CH2:9][O:10][C:11]2[CH:20]=[C:19]3[C:14]([CH:15]=[C:16]([CH:21]=[O:22])[CH2:17][O:18]3)=[CH:13][CH:12]=2)[S:5][C:6]=1[CH2:7][CH3:8].[F:23][C:24]([F:36])([F:35])[C:25]1[CH:30]=[CH:29][CH:28]=[CH:27][C:26]=1OB(O)O.C([O-])([O-])=O.[Na+].[Na+].C1C=CC(P(C2C=CC=CC=2)C2C=CC=CC=2)=CC=1.[NH4+].[Cl-], predict the reaction product. The product is: [CH2:7]([C:6]1[S:5][C:4]([CH2:9][O:10][C:11]2[CH:20]=[C:19]3[C:14]([CH:15]=[C:16]([CH:21]=[O:22])[CH2:17][O:18]3)=[CH:13][CH:12]=2)=[CH:3][C:2]=1[C:26]1[CH:27]=[CH:28][CH:29]=[CH:30][C:25]=1[C:24]([F:36])([F:35])[F:23])[CH3:8]. (2) Given the reactants C1COCC1.C([O-])([O-])=O.[Na+].[Na+].Br[C:13]1[CH:22]=[CH:21][CH:20]=[CH:19][C:14]=1[C:15]([O:17][CH3:18])=[O:16].[S:23]1[CH:27]=[CH:26][C:25](B(O)O)=[CH:24]1, predict the reaction product. The product is: [S:23]1[CH:27]=[CH:26][C:25]([C:13]2[CH:22]=[CH:21][CH:20]=[CH:19][C:14]=2[C:15]([O:17][CH3:18])=[O:16])=[CH:24]1. (3) Given the reactants [H-].[Al+3].[Li+].[H-].[H-].[H-].[C:7](OCC)(=[O:29])[CH:8]=[CH:9][CH:10]=[CH:11][CH:12]=[CH:13][CH:14]=[CH:15][CH:16]=[CH:17][CH:18]=[CH:19][CH2:20][CH2:21][CH2:22][CH2:23][CH2:24][CH2:25][CH2:26][CH2:27][CH3:28].C(OCC)(=O)C.[Cl-].[Na+], predict the reaction product. The product is: [CH:7]([OH:29])=[CH:8][CH:9]=[CH:10][CH:11]=[CH:12][CH:13]=[CH:14][CH:15]=[CH:16][CH:17]=[CH:18][CH2:19][CH2:20][CH2:21][CH2:22][CH2:23][CH2:24][CH2:25][CH2:26][CH2:27][CH3:28]. (4) Given the reactants [CH:1]([C:4]1[CH:5]=[C:6]([CH:9]=[C:10]([CH:14]([CH3:16])[CH3:15])[C:11]=1[O:12][CH3:13])[CH:7]=O)([CH3:3])[CH3:2].[C:17]([O:21][C:22]([NH:24][C:25]1[CH:33]=[C:32]2[C:28]([CH2:29][C:30](=[O:34])[NH:31]2)=[CH:27][CH:26]=1)=[O:23])([CH3:20])([CH3:19])[CH3:18], predict the reaction product. The product is: [C:17]([O:21][C:22](=[O:23])[NH:24][C:25]1[CH:33]=[C:32]2[C:28]([C:29](=[CH:7][C:6]3[CH:5]=[C:4]([CH:1]([CH3:3])[CH3:2])[C:11]([O:12][CH3:13])=[C:10]([CH:14]([CH3:16])[CH3:15])[CH:9]=3)[C:30](=[O:34])[NH:31]2)=[CH:27][CH:26]=1)([CH3:20])([CH3:18])[CH3:19]. (5) Given the reactants Br[C:2]1[CH:3]=[C:4]([CH2:18][C:19]([O:21]C)=[O:20])[CH:5]=[CH:6][C:7]=1[C:8]1[CH:13]=[CH:12][C:11]([C:14]([F:17])([F:16])[F:15])=[CH:10][CH:9]=1.[Cl:23][C:24]1[CH:29]=[C:28]([C:30]([F:33])([F:32])[F:31])[CH:27]=[CH:26][C:25]=1B(O)O, predict the reaction product. The product is: [Cl:23][C:24]1[CH:29]=[C:28]([C:30]([F:31])([F:32])[F:33])[CH:27]=[CH:26][C:25]=1[C:2]1[CH:3]=[C:4]([CH2:18][C:19]([OH:21])=[O:20])[CH:5]=[CH:6][C:7]=1[C:8]1[CH:9]=[CH:10][C:11]([C:14]([F:15])([F:16])[F:17])=[CH:12][CH:13]=1.